This data is from Full USPTO retrosynthesis dataset with 1.9M reactions from patents (1976-2016). The task is: Predict the reactants needed to synthesize the given product. Given the product [CH2:1]([C:3]1[CH:8]=[C:7]([CH2:9][OH:10])[CH:6]=[C:5]([CH3:11])[C:4]=1[CH2:12][CH2:13][C:14]([OH:16])=[O:15])[CH3:2], predict the reactants needed to synthesize it. The reactants are: [CH2:1]([C:3]1[CH:8]=[C:7]([CH:9]=[O:10])[CH:6]=[C:5]([CH3:11])[C:4]=1[CH:12]=[CH:13][C:14]([OH:16])=[O:15])[CH3:2].CCN(C(C)C)C(C)C.